From a dataset of Kir2.1 potassium channel HTS with 301,493 compounds. Binary Classification. Given a drug SMILES string, predict its activity (active/inactive) in a high-throughput screening assay against a specified biological target. (1) The result is 0 (inactive). The molecule is O(CC(=O)Nc1ccc(N2CCCC2)cc1)c1cc(c(cc1)C)C. (2) The compound is S(Cc1[nH]c(/N=C(\Nc2ccc(OCC)cc2)N)nc(=O)c1)c1sc(nn1)C. The result is 0 (inactive). (3) The drug is O=C(NCCCN1CCCC1)C(n1nc(c2c(nn(c2C)c2ccccc2)c1=O)C)C. The result is 0 (inactive).